This data is from Catalyst prediction with 721,799 reactions and 888 catalyst types from USPTO. The task is: Predict which catalyst facilitates the given reaction. (1) Reactant: [NH2:1][C:2]1([C:5]([OH:7])=[O:6])[CH2:4][CH2:3]1.[CH3:8][C:9]([O:12][C:13](O[C:13]([O:12][C:9]([CH3:11])([CH3:10])[CH3:8])=[O:14])=[O:14])([CH3:11])[CH3:10].C([O-])([O-])=O.[Na+].[Na+]. Product: [C:9]([O:12][C:13]([NH:1][C:2]1([C:5]([OH:7])=[O:6])[CH2:4][CH2:3]1)=[O:14])([CH3:11])([CH3:10])[CH3:8]. The catalyst class is: 38. (2) Product: [CH3:24][C:19]([CH3:25])([CH2:18][O:17][C:16]1[CH:26]=[CH:27][C:13]([C:10]2[CH:9]=[C:8]([CH3:28])[C:7]([C:4]3[NH:5][C:37]([C:39]4([C:42]([F:45])([F:44])[F:43])[CH2:41][CH2:40]4)=[CH:36][N:6]=3)=[CH:12][N:11]=2)=[CH:14][CH:15]=1)[C:20]([O:22][CH3:23])=[O:21]. Reactant: C(Cl)Cl.[C:4]([C:7]1[C:8]([CH3:28])=[CH:9][C:10]([C:13]2[CH:27]=[CH:26][C:16]([O:17][CH2:18][C:19]([CH3:25])([CH3:24])[C:20]([O:22][CH3:23])=[O:21])=[CH:15][CH:14]=2)=[N:11][CH:12]=1)(=[NH:6])[NH2:5].C(=O)([O-])[O-].[K+].[K+].Br[CH2:36][C:37]([C:39]1([C:42]([F:45])([F:44])[F:43])[CH2:41][CH2:40]1)=O. The catalyst class is: 170. (3) Reactant: [C:1]([Cl:4])(Cl)=[O:2].N1C=CC=CC=1.C[C:12]1[N:16]([C:17]([O:19][C:20]([CH3:23])([CH3:22])[CH3:21])=[O:18])[C:15]2[CH:24]=[C:25]([C:28]3[CH:29]=[CH:30][C:31]4[O:37][CH2:36][CH2:35][NH:34][CH2:33][C:32]=4[CH:38]=3)[CH:26]=[CH:27][C:14]=2[N:13]=1. Product: [Cl:4][C:1]([N:34]1[CH2:33][C:32]2[CH:38]=[C:28]([C:25]3[CH:26]=[CH:27][C:14]4[N:13]=[CH:12][N:16]([C:17]([O:19][C:20]([CH3:22])([CH3:21])[CH3:23])=[O:18])[C:15]=4[CH:24]=3)[CH:29]=[CH:30][C:31]=2[O:37][CH2:36][CH2:35]1)=[O:2]. The catalyst class is: 22. (4) Reactant: [NH:1]1[CH2:6][CH2:5][CH2:4][CH2:3][CH:2]1[CH2:7][C:8]1[N:9](COCC[Si](C)(C)C)[C:10]2[C:15]([CH:16]=1)=[CH:14][CH:13]=[CH:12][CH:11]=2.[F:25][C:26]1[CH:31]=[CH:30][C:29]([C:32]2[S:36][C:35]([CH3:37])=[N:34][C:33]=2[C:38](Cl)=[O:39])=[CH:28][CH:27]=1.[F-].C([N+](CCCC)(CCCC)CCCC)CCC.O. Product: [F:25][C:26]1[CH:27]=[CH:28][C:29]([C:32]2[S:36][C:35]([CH3:37])=[N:34][C:33]=2[C:38]([N:1]2[CH2:6][CH2:5][CH2:4][CH2:3][CH:2]2[CH2:7][C:8]2[NH:9][C:10]3[C:15]([CH:16]=2)=[CH:14][CH:13]=[CH:12][CH:11]=3)=[O:39])=[CH:30][CH:31]=1. The catalyst class is: 1.